From a dataset of Reaction yield outcomes from USPTO patents with 853,638 reactions. Predict the reaction yield, written as a fraction of the theoretical maximum amount of product (1.0 means a 100% yield; for example, 0.34 means a 34% yield). The reactants are [CH3:1][C:2]1[N:6]2[CH:7]=[CH:8][CH:9]=[CH:10][C:5]2=[N:4][C:3]=1[CH2:11][C@@H:12]1[CH2:17][CH2:16][CH2:15][CH2:14][N:13]1C(OC(C)(C)C)=O.C(O)(C(F)(F)F)=O. The catalyst is C(Cl)Cl. The product is [CH3:1][C:2]1[N:6]2[CH:7]=[CH:8][CH:9]=[CH:10][C:5]2=[N:4][C:3]=1[CH2:11][C@@H:12]1[CH2:17][CH2:16][CH2:15][CH2:14][NH:13]1. The yield is 0.900.